Dataset: Full USPTO retrosynthesis dataset with 1.9M reactions from patents (1976-2016). Task: Predict the reactants needed to synthesize the given product. (1) Given the product [CH:13]([C:2]1[N:3]=[N+:4]([O-:12])[C:5]2[CH:11]=[CH:10][CH:9]=[CH:8][C:6]=2[N:7]=1)=[CH2:14], predict the reactants needed to synthesize it. The reactants are: Cl[C:2]1[N:3]=[N+:4]([O-:12])[C:5]2[CH:11]=[CH:10][CH:9]=[CH:8][C:6]=2[N:7]=1.[CH:13]([Sn](CCCC)(CCCC)CCCC)=[CH2:14]. (2) Given the product [Br:12][C:6]1[C:7]([NH2:9])=[N:8][C:3]([C:2]([F:1])([F:10])[F:11])=[CH:4][CH:5]=1, predict the reactants needed to synthesize it. The reactants are: [F:1][C:2]([F:11])([F:10])[C:3]1[N:8]=[C:7]([NH2:9])[CH:6]=[CH:5][CH:4]=1.[Br:12]Br. (3) Given the product [Br:28][C:26]1[C:25]([Cl:29])=[CH:24][N:23]=[C:22]([NH:1][C:2]2[C:7]([O:8][CH3:9])=[CH:6][C:5]([C:10]3[CH:15]=[CH:14][C:13]([C:16]([O:18][CH3:19])=[O:17])=[CH:12][CH:11]=3)=[C:4]([CH3:20])[CH:3]=2)[CH:27]=1, predict the reactants needed to synthesize it. The reactants are: [NH2:1][C:2]1[C:7]([O:8][CH3:9])=[CH:6][C:5]([C:10]2[CH:15]=[CH:14][C:13]([C:16]([O:18][CH3:19])=[O:17])=[CH:12][CH:11]=2)=[C:4]([CH3:20])[CH:3]=1.Br[C:22]1[CH:27]=[C:26]([Br:28])[C:25]([Cl:29])=[CH:24][N:23]=1.CC1(C)C2C(=C(P(C3C=CC=CC=3)C3C=CC=CC=3)C=CC=2)OC2C(P(C3C=CC=CC=3)C3C=CC=CC=3)=CC=CC1=2.C([O-])([O-])=O.[Cs+].[Cs+]. (4) The reactants are: [CH2:1]([O:3][C:4]([N:6]1[C:15]2[C:10](=[N:11][C:12]([O:16][CH3:17])=[CH:13][CH:14]=2)[C@@H:9]([NH:18][C:19]2[N:24]=[C:23]([CH2:25][C:26]3[CH:31]=[C:30]([C:32]([F:35])([F:34])[F:33])[CH:29]=[C:28]([C:36]([F:39])([F:38])[F:37])[CH:27]=3)[C:22]([CH:40]=[CH:41][C:42](O)=[O:43])=[CH:21][N:20]=2)[CH2:8][C@H:7]1[CH2:45][CH3:46])=[O:5])[CH3:2].ClC(OCC)=O.C(N(CC)CC)C. Given the product [CH2:1]([O:3][C:4]([N:6]1[C:15]2[C:10](=[N:11][C:12]([O:16][CH3:17])=[CH:13][CH:14]=2)[C@@H:9]([NH:18][C:19]2[N:24]=[C:23]([CH2:25][C:26]3[CH:31]=[C:30]([C:32]([F:35])([F:33])[F:34])[CH:29]=[C:28]([C:36]([F:37])([F:38])[F:39])[CH:27]=3)[C:22]([CH:40]=[CH:41][CH2:42][OH:43])=[CH:21][N:20]=2)[CH2:8][C@H:7]1[CH2:45][CH3:46])=[O:5])[CH3:2], predict the reactants needed to synthesize it. (5) Given the product [Cl:29][C:13]1[N:14]=[C:9]([C:3]2[CH:4]=[CH:5][C:6]([Cl:8])=[CH:7][C:2]=2[Cl:1])[C:10]([C:20]2[CH:21]=[CH:22][C:23]([Cl:26])=[CH:24][CH:25]=2)=[CH:11][C:12]=1[C:16]([O:18][CH3:19])=[O:17], predict the reactants needed to synthesize it. The reactants are: [Cl:1][C:2]1[CH:7]=[C:6]([Cl:8])[CH:5]=[CH:4][C:3]=1[C:9]1[NH:14][C:13](=O)[C:12]([C:16]([O:18][CH3:19])=[O:17])=[CH:11][C:10]=1[C:20]1[CH:25]=[CH:24][C:23]([Cl:26])=[CH:22][CH:21]=1.P(Cl)(Cl)([Cl:29])=O. (6) Given the product [F:1][C:2]([F:37])([F:38])[C:3]1[CH:4]=[C:5]([CH2:13][O:14][CH:15]2[CH2:19][CH2:18][CH:17]([N:20]([C:21]([O:23][CH2:24][C:25]3[CH:26]=[CH:27][CH:28]=[CH:29][CH:30]=3)=[O:22])[CH3:40])[CH:16]2[C:31]2[CH:36]=[CH:35][CH:34]=[CH:33][CH:32]=2)[CH:6]=[C:7]([C:9]([F:10])([F:11])[F:12])[CH:8]=1, predict the reactants needed to synthesize it. The reactants are: [F:1][C:2]([F:38])([F:37])[C:3]1[CH:4]=[C:5]([CH2:13][O:14][CH:15]2[CH2:19][CH2:18][CH:17]([NH:20][C:21]([O:23][CH2:24][C:25]3[CH:30]=[CH:29][CH:28]=[CH:27][CH:26]=3)=[O:22])[CH:16]2[C:31]2[CH:36]=[CH:35][CH:34]=[CH:33][CH:32]=2)[CH:6]=[C:7]([C:9]([F:12])([F:11])[F:10])[CH:8]=1.I[CH3:40].[H-].[Na+].